The task is: Regression. Given two drug SMILES strings and cell line genomic features, predict the synergy score measuring deviation from expected non-interaction effect.. This data is from NCI-60 drug combinations with 297,098 pairs across 59 cell lines. (1) Drug 1: C1C(C(OC1N2C=C(C(=O)NC2=O)F)CO)O. Drug 2: B(C(CC(C)C)NC(=O)C(CC1=CC=CC=C1)NC(=O)C2=NC=CN=C2)(O)O. Cell line: CAKI-1. Synergy scores: CSS=17.2, Synergy_ZIP=-1.48, Synergy_Bliss=1.24, Synergy_Loewe=-5.36, Synergy_HSA=0.385. (2) Drug 2: CC(C)NC(=O)C1=CC=C(C=C1)CNNC.Cl. Cell line: K-562. Drug 1: C1CC(=O)NC(=O)C1N2CC3=C(C2=O)C=CC=C3N. Synergy scores: CSS=-5.78, Synergy_ZIP=-2.50, Synergy_Bliss=-9.54, Synergy_Loewe=-14.0, Synergy_HSA=-11.3. (3) Drug 1: CC(C)(C#N)C1=CC(=CC(=C1)CN2C=NC=N2)C(C)(C)C#N. Drug 2: CCN(CC)CCCC(C)NC1=C2C=C(C=CC2=NC3=C1C=CC(=C3)Cl)OC. Cell line: COLO 205. Synergy scores: CSS=37.9, Synergy_ZIP=2.15, Synergy_Bliss=2.24, Synergy_Loewe=1.16, Synergy_HSA=0.719.